From a dataset of Full USPTO retrosynthesis dataset with 1.9M reactions from patents (1976-2016). Predict the reactants needed to synthesize the given product. (1) Given the product [CH3:1][O:2][C:3](=[O:22])[C:4]1[C:9]([Cl:25])=[CH:8][C:7]([C:12]2[C:17]([CH2:18][CH3:19])=[CH:16][CH:15]=[CH:14][C:13]=2[CH2:20][CH3:21])=[N:6][CH:5]=1, predict the reactants needed to synthesize it. The reactants are: [CH3:1][O:2][C:3](=[O:22])[C:4]1[C:9](OC)=[CH:8][C:7]([C:12]2[C:17]([CH2:18][CH3:19])=[CH:16][CH:15]=[CH:14][C:13]=2[CH2:20][CH3:21])=[N:6][CH:5]=1.O=P(Cl)(Cl)[Cl:25]. (2) Given the product [C:1]([C:5]1[CH:10]=[CH:9][C:8]([S:14]([OH:17])(=[O:16])=[O:15])=[C:7]([O:11][CH3:12])[CH:6]=1)([CH3:4])([CH3:2])[CH3:3], predict the reactants needed to synthesize it. The reactants are: [C:1]([C:5]1[CH:10]=[CH:9][CH:8]=[C:7]([O:11][CH3:12])[CH:6]=1)([CH3:4])([CH3:3])[CH3:2].Cl[S:14]([OH:17])(=[O:16])=[O:15].CO. (3) Given the product [CH2:38]([C:36]1[O:37][C:33]([CH2:32][N:7]2[C:6]3[CH:8]=[C:9]([C:11]4[CH:16]=[CH:15][CH:14]=[CH:13][CH:12]=4)[S:10][C:5]=3[C:4](=[O:17])[N:3]([CH:18]3[CH2:23][CH2:22][N:21]([C:24]([O:26][C:27]([CH3:30])([CH3:29])[CH3:28])=[O:25])[CH2:20][CH2:19]3)[C:2]2=[O:1])=[CH:34][N:35]=1)[CH3:39], predict the reactants needed to synthesize it. The reactants are: [O:1]=[C:2]1[NH:7][C:6]2[CH:8]=[C:9]([C:11]3[CH:16]=[CH:15][CH:14]=[CH:13][CH:12]=3)[S:10][C:5]=2[C:4](=[O:17])[N:3]1[CH:18]1[CH2:23][CH2:22][N:21]([C:24]([O:26][C:27]([CH3:30])([CH3:29])[CH3:28])=[O:25])[CH2:20][CH2:19]1.Cl[CH2:32][C:33]1[O:37][C:36]([CH2:38][CH3:39])=[N:35][CH:34]=1.C(=O)([O-])[O-].[K+].[K+]. (4) Given the product [NH:18]1[C:19]2[C:15](=[CH:14][C:13]([O:12][C:6]3[C:5]4[C:10](=[CH:11][C:2]([O:1][CH2:25][CH2:26][N:27]5[CH2:32][CH2:31][N:30]([CH3:33])[CH2:29][CH2:28]5)=[C:3]([O:22][CH3:23])[CH:4]=4)[N:9]=[CH:8][N:7]=3)=[CH:21][CH:20]=2)[CH:16]=[CH:17]1, predict the reactants needed to synthesize it. The reactants are: [OH:1][C:2]1[CH:11]=[C:10]2[C:5]([C:6]([O:12][C:13]3[CH:14]=[C:15]4[C:19](=[CH:20][CH:21]=3)[NH:18][CH:17]=[CH:16]4)=[N:7][CH:8]=[N:9]2)=[CH:4][C:3]=1[O:22][CH3:23].O[CH2:25][CH2:26][N:27]1[CH2:32][CH2:31][N:30]([CH3:33])[CH2:29][CH2:28]1. (5) Given the product [CH2:1]([O:3][P:4](/[CH:9]=[CH:10]/[C:11]1[C:12]([O:22][CH2:23][C:24]2[CH:48]=[CH:47][C:27]([O:28][CH2:29][C:30]3[N:31]=[C:32]([C:36]4[CH:37]=[CH:38][C:39]([CH3:46])=[C:40]([CH:45]=4)[C:41]([OH:43])=[O:42])[O:33][C:34]=3[CH2:35][CH3:52])=[C:26]([O:49][CH3:50])[CH:25]=2)=[N:13][N:14]([C:16]2[CH:21]=[CH:20][CH:19]=[CH:18][CH:17]=2)[CH:15]=1)([O:6][CH2:7][CH3:8])=[O:5])[CH3:2], predict the reactants needed to synthesize it. The reactants are: [CH2:1]([O:3][P:4](/[CH:9]=[CH:10]/[C:11]1[C:12]([O:22][CH2:23][C:24]2[CH:48]=[CH:47][C:27]([O:28][CH2:29][C:30]3[N:31]=[C:32]([C:36]4[CH:37]=[CH:38][C:39]([CH3:46])=[C:40]([CH:45]=4)[C:41]([O:43]C)=[O:42])[O:33][C:34]=3[CH3:35])=[C:26]([O:49][CH3:50])[CH:25]=2)=[N:13][N:14]([C:16]2[CH:21]=[CH:20][CH:19]=[CH:18][CH:17]=2)[CH:15]=1)([O:6][CH2:7][CH3:8])=[O:5])[CH3:2].O1CCC[CH2:52]1.[OH-].[Na+].Cl. (6) The reactants are: [CH:1]([C:3]1[CH:11]=[CH:10][C:6]([C:7]([OH:9])=[O:8])=[CH:5][C:4]=1[OH:12])=[O:2].C(N(C(C)C)CC)(C)C.[CH3:22][O:23][CH2:24]Cl. Given the product [CH:1]([C:3]1[CH:11]=[CH:10][C:6]([C:7]([OH:9])=[O:8])=[CH:5][C:4]=1[O:12][CH2:22][O:23][CH3:24])=[O:2], predict the reactants needed to synthesize it.